From a dataset of NCI-60 drug combinations with 297,098 pairs across 59 cell lines. Regression. Given two drug SMILES strings and cell line genomic features, predict the synergy score measuring deviation from expected non-interaction effect. (1) Drug 1: C1=C(C(=O)NC(=O)N1)N(CCCl)CCCl. Drug 2: CC1=C(C(=O)C2=C(C1=O)N3CC4C(C3(C2COC(=O)N)OC)N4)N. Cell line: CCRF-CEM. Synergy scores: CSS=77.0, Synergy_ZIP=1.36, Synergy_Bliss=1.27, Synergy_Loewe=0.247, Synergy_HSA=3.85. (2) Drug 1: CC1C(C(CC(O1)OC2CC(CC3=C2C(=C4C(=C3O)C(=O)C5=C(C4=O)C(=CC=C5)OC)O)(C(=O)CO)O)N)O.Cl. Drug 2: CCC1(CC2CC(C3=C(CCN(C2)C1)C4=CC=CC=C4N3)(C5=C(C=C6C(=C5)C78CCN9C7C(C=CC9)(C(C(C8N6C)(C(=O)OC)O)OC(=O)C)CC)OC)C(=O)OC)O.OS(=O)(=O)O. Cell line: K-562. Synergy scores: CSS=31.0, Synergy_ZIP=5.79, Synergy_Bliss=10.3, Synergy_Loewe=-5.29, Synergy_HSA=0.809. (3) Drug 1: CNC(=O)C1=CC=CC=C1SC2=CC3=C(C=C2)C(=NN3)C=CC4=CC=CC=N4. Drug 2: CC(C)(C#N)C1=CC(=CC(=C1)CN2C=NC=N2)C(C)(C)C#N. Cell line: OVCAR-5. Synergy scores: CSS=-5.53, Synergy_ZIP=7.23, Synergy_Bliss=0.121, Synergy_Loewe=-1.80, Synergy_HSA=-1.64.